This data is from Catalyst prediction with 721,799 reactions and 888 catalyst types from USPTO. The task is: Predict which catalyst facilitates the given reaction. (1) Reactant: [CH3:1][C:2]1([CH3:17])[C:13]2[C:14]3[N:5]([C:6](=[O:16])[C:7](=[O:15])[NH:8][C:9]=3[CH:10]=[CH:11][CH:12]=2)[CH2:4][CH2:3]1.C(=O)([O-])[O-].[Cs+].[Cs+].[CH2:24](Br)[C:25]#[CH:26].O. Product: [CH3:1][C:2]1([CH3:17])[C:13]2[C:14]3[N:5]([C:6](=[O:16])[C:7](=[O:15])[N:8]([CH2:26][C:25]#[CH:24])[C:9]=3[CH:10]=[CH:11][CH:12]=2)[CH2:4][CH2:3]1. The catalyst class is: 3. (2) Reactant: [C:1]([C:4]1[CH:9]=[CH:8][C:7]([CH2:10][CH2:11][C:12]2[C:16]3[C:17]([OH:21])=[CH:18][CH:19]=[CH:20][C:15]=3[O:14][CH:13]=2)=[CH:6][CH:5]=1)(=[O:3])[NH2:2].[C:22]([O:25][C@@H:26]1[C@@H:38]([O:39][C:40](=[O:42])[CH3:41])[C@H:37]([O:43][C:44](=[O:46])[CH3:45])[C@@H:36]([CH2:47][O:48][C:49](=[O:51])[CH3:50])[O:35][C@@H:27]1OC(=N)C(Cl)(Cl)Cl)(=[O:24])[CH3:23].C(=O)([O-])O.[Na+]. Product: [C:22]([O:25][C@@H:26]1[C@@H:38]([O:39][C:40](=[O:42])[CH3:41])[C@H:37]([O:43][C:44](=[O:46])[CH3:45])[C@@H:36]([CH2:47][O:48][C:49](=[O:51])[CH3:50])[O:35][C@H:27]1[O:21][C:17]1[C:16]2[C:12]([CH2:11][CH2:10][C:7]3[CH:6]=[CH:5][C:4]([C:1](=[O:3])[NH2:2])=[CH:9][CH:8]=3)=[CH:13][O:14][C:15]=2[CH:20]=[CH:19][CH:18]=1)(=[O:24])[CH3:23]. The catalyst class is: 4. (3) Reactant: [CH3:1][C@:2]12[C@@:19]3([CH3:20])[C@@H:10]([C@:11]4([CH3:33])[C@@H:16]([CH2:17][CH2:18]3)[C:15]([CH3:22])([CH3:21])[C:14]([C:23]3[CH:32]=[CH:31][C:26]([C:27]([O:29]C)=[O:28])=[CH:25][CH:24]=3)=[CH:13][CH2:12]4)[CH2:9][CH2:8][C@@H:7]1[C@H:6]1[C@H:34]([C:37]([CH3:39])=[CH2:38])[CH2:35][CH2:36][C@:5]1([NH:40][CH2:41][C:42]1[CH:46]=[CH:45][S:44][CH:43]=1)[CH2:4][CH2:3]2.[OH-].[Na+]. Product: [CH3:1][C@:2]12[C@@:19]3([CH3:20])[C@@H:10]([C@:11]4([CH3:33])[C@@H:16]([CH2:17][CH2:18]3)[C:15]([CH3:21])([CH3:22])[C:14]([C:23]3[CH:32]=[CH:31][C:26]([C:27]([OH:29])=[O:28])=[CH:25][CH:24]=3)=[CH:13][CH2:12]4)[CH2:9][CH2:8][C@@H:7]1[C@H:6]1[C@H:34]([C:37]([CH3:39])=[CH2:38])[CH2:35][CH2:36][C@:5]1([NH:40][CH2:41][C:42]1[CH:46]=[CH:45][S:44][CH:43]=1)[CH2:4][CH2:3]2. The catalyst class is: 12. (4) Reactant: [NH:1]1[CH2:6][CH2:5][O:4][CH2:3][CH2:2]1.Br[CH2:8][CH2:9][CH2:10][O:11][C:12]1[CH:17]=[CH:16][C:15]([C:18](=[O:20])[CH3:19])=[CH:14][CH:13]=1. Product: [O:4]1[CH2:5][CH2:6][N:1]([CH2:8][CH2:9][CH2:10][O:11][C:12]2[CH:17]=[CH:16][C:15]([C:18](=[O:20])[CH3:19])=[CH:14][CH:13]=2)[CH2:2][CH2:3]1. The catalyst class is: 100. (5) Reactant: [CH3:1][O:2][C:3]1[CH:12]=[CH:11][C:6]2[N:7]=[C:8]([NH2:10])[S:9][C:5]=2[CH:4]=1.[I:13][C:14]1[CH:22]=[CH:21][C:17]([C:18](O)=[O:19])=[CH:16][CH:15]=1.C(P1(=O)OP(CCC)(=O)OP(CCC)(=O)O1)CC.CCN(C(C)C)C(C)C. Product: [I:13][C:14]1[CH:22]=[CH:21][C:17]([C:18]([NH:10][C:8]2[S:9][C:5]3[CH:4]=[C:3]([O:2][CH3:1])[CH:12]=[CH:11][C:6]=3[N:7]=2)=[O:19])=[CH:16][CH:15]=1. The catalyst class is: 8.